From a dataset of Reaction yield outcomes from USPTO patents with 853,638 reactions. Predict the reaction yield, written as a fraction of the theoretical maximum amount of product (1.0 means a 100% yield; for example, 0.34 means a 34% yield). (1) The reactants are [NH2:1][C:2]1[CH:7]=[C:6]([C:8]2[S:9][CH:10]=[CH:11][CH:12]=2)[CH:5]=[CH:4][C:3]=1[NH:13][C:14](=[O:20])[O:15][C:16]([CH3:19])([CH3:18])[CH3:17].[CH3:21][N:22]([CH3:37])[C@H:23]1[CH2:27][CH2:26][N:25]([C:28]2[CH:36]=[CH:35][C:31]([C:32](O)=[O:33])=[CH:30][CH:29]=2)[CH2:24]1.C(O)(C)C.C(N(CC)CC)C. The catalyst is C(Cl)Cl. The product is [CH3:21][N:22]([CH3:37])[C@H:23]1[CH2:27][CH2:26][N:25]([C:28]2[CH:36]=[CH:35][C:31]([C:32]([NH:1][C:2]3[CH:7]=[C:6]([C:8]4[S:9][CH:10]=[CH:11][CH:12]=4)[CH:5]=[CH:4][C:3]=3[NH:13][C:14](=[O:20])[O:15][C:16]([CH3:17])([CH3:19])[CH3:18])=[O:33])=[CH:30][CH:29]=2)[CH2:24]1. The yield is 0.680. (2) The reactants are [O:1]1[CH2:5][CH2:4][C@H:3]([CH2:6][CH2:7][OH:8])[CH2:2]1.C(N(CC)CC)C.[CH3:16][S:17](Cl)(=[O:19])=[O:18]. The catalyst is C1COCC1.C(OCC)(=O)C. The product is [CH3:16][S:17]([O:8][CH2:7][CH2:6][C@H:3]1[CH2:4][CH2:5][O:1][CH2:2]1)(=[O:19])=[O:18]. The yield is 1.00. (3) The reactants are [C:1]1([C:10]2[C:5](=[CH:6][CH:7]=[CH:8][CH:9]=2)[CH2:4][O:3]1)=[O:2].[Li+].[CH3:12][Si]([N-][Si](C)(C)C)(C)C.[I-].C[CH:23]=[N+:24]=[CH:25]C. The catalyst is C1COCC1. The product is [CH3:23][N:24]([CH2:25][CH:4]1[C:5]2[C:10](=[CH:9][CH:8]=[CH:7][CH:6]=2)[C:1](=[O:2])[O:3]1)[CH3:12]. The yield is 0.330. (4) The reactants are C([O-])(=O)C.[Na+].Cl.CN.[S:9]1[CH:13]=[CH:12][CH:11]=[C:10]1[CH:14]=O.[N+:16]([CH3:19])([O-:18])=[O:17]. The catalyst is CO.CCCCCC.C(OC(=O)C)C. The product is [N+:16]([CH:19]=[CH:14][C:10]1[S:9][CH:13]=[CH:12][CH:11]=1)([O-:18])=[O:17]. The yield is 0.150. (5) The reactants are O=[C:2]([C:9]1[CH:14]=[CH:13][CH:12]=[CH:11][CH:10]=1)[CH2:3][NH:4][S:5]([CH3:8])(=[O:7])=[O:6].[NH:15]1[C:25]2[C:20](=[CH:21][CH:22]=[CH:23][CH:24]=2)[C:18](=O)[C:16]1=[O:17].[OH-:26].[Na+].Cl. The catalyst is C(O)(C)C. The product is [CH3:8][S:5]([NH:4][C:3]1[C:2]([C:9]2[CH:14]=[CH:13][CH:12]=[CH:11][CH:10]=2)=[N:15][C:25]2[C:20]([C:18]=1[C:16]([OH:26])=[O:17])=[CH:21][CH:22]=[CH:23][CH:24]=2)(=[O:7])=[O:6]. The yield is 0.650. (6) The reactants are C(OC([N:8]1[CH2:13][CH2:12][CH:11]([CH2:14][CH:15]([C:37](=[O:40])[NH:38][OH:39])[CH:16]([OH:36])[C:17]2[CH:22]=[CH:21][C:20]([O:23][CH2:24][C:25]3[C:34]4[C:29](=[CH:30][CH:31]=[CH:32][CH:33]=4)[N:28]=[C:27]([CH3:35])[CH:26]=3)=[CH:19][CH:18]=2)[CH2:10][CH2:9]1)=O)(C)(C)C.C(O)(C(F)(F)F)=O. The catalyst is C(Cl)Cl. The product is [OH:36][CH:16]([C:17]1[CH:18]=[CH:19][C:20]([O:23][CH2:24][C:25]2[C:34]3[C:29](=[CH:30][CH:31]=[CH:32][CH:33]=3)[N:28]=[C:27]([CH3:35])[CH:26]=2)=[CH:21][CH:22]=1)[CH:15]([CH2:14][CH:11]1[CH2:12][CH2:13][NH:8][CH2:9][CH2:10]1)[C:37]([NH:38][OH:39])=[O:40]. The yield is 0.880.